From a dataset of Forward reaction prediction with 1.9M reactions from USPTO patents (1976-2016). Predict the product of the given reaction. Given the reactants [NH2:1][C:2]1[CH:7]=[C:6]([O:8][C:9]2[CH:10]=[CH:11][C:12]([NH:15][C:16]([C:18]3[C:19](=[O:31])[N:20]([C:25]4[CH:30]=[CH:29][CH:28]=[CH:27][CH:26]=4)[N:21]([CH3:24])[C:22]=3[CH3:23])=[O:17])=[N:13][CH:14]=2)[CH:5]=[CH:4][N:3]=1.N1C=CC=CC=1.[C:38]1([O:44][C:45](Cl)=[O:46])[CH:43]=[CH:42][CH:41]=[CH:40][CH:39]=1, predict the reaction product. The product is: [C:38]1([O:44][C:45](=[O:46])[NH:1][C:2]2[CH:7]=[C:6]([O:8][C:9]3[CH:14]=[N:13][C:12]([NH:15][C:16]([C:18]4[C:19](=[O:31])[N:20]([C:25]5[CH:26]=[CH:27][CH:28]=[CH:29][CH:30]=5)[N:21]([CH3:24])[C:22]=4[CH3:23])=[O:17])=[CH:11][CH:10]=3)[CH:5]=[CH:4][N:3]=2)[CH:43]=[CH:42][CH:41]=[CH:40][CH:39]=1.